Predict which catalyst facilitates the given reaction. From a dataset of Catalyst prediction with 721,799 reactions and 888 catalyst types from USPTO. (1) Reactant: [C:1]([NH2:5])([CH3:4])([CH3:3])[CH3:2].CCN(C(C)C)C(C)C.[Br:15][CH2:16][C:17]1[CH:22]=[CH:21][C:20]([S:23](Cl)(=[O:25])=[O:24])=[CH:19][CH:18]=1. Product: [Br:15][CH2:16][C:17]1[CH:18]=[CH:19][C:20]([S:23]([NH:5][C:1]([CH3:4])([CH3:3])[CH3:2])(=[O:25])=[O:24])=[CH:21][CH:22]=1. The catalyst class is: 2. (2) Reactant: [CH2:1]([N:8]([CH2:16][CH2:17][OH:18])[C:9]([CH2:11][O:12][C:13](=[O:15])[CH3:14])=[O:10])[C:2]1[CH:7]=[CH:6][CH:5]=[CH:4][CH:3]=1.CS(C)=O.C(N(CC)C(C)C)(C)C. Product: [CH2:1]([N:8]([CH2:16][CH:17]=[O:18])[C:9]([CH2:11][O:12][C:13](=[O:15])[CH3:14])=[O:10])[C:2]1[CH:3]=[CH:4][CH:5]=[CH:6][CH:7]=1. The catalyst class is: 13. (3) Reactant: COC1C=C(OC)C=CC=1C[N:6]1[CH2:11][CH2:10][C@@H:9]2[CH2:12][CH2:13][C@H:14]([C:16]([O:18][CH3:19])=[O:17])[CH2:15][N:8]2[C:7]1=[O:20]. Product: [O:20]=[C:7]1[N:8]2[CH2:15][C@@H:14]([C:16]([O:18][CH3:19])=[O:17])[CH2:13][CH2:12][C@H:9]2[CH2:10][CH2:11][NH:6]1. The catalyst class is: 67. (4) Reactant: [Cl:1][C:2]1[CH:3]=[C:4]([CH:7]=[CH:8][C:9]=1[C:10]1[C:33](=[O:34])[N:32]([CH2:35][CH3:36])[C:13]2[N:14]=[C:15]([NH:18][C:19]3[CH:24]=[CH:23][C:22]([N:25]4[CH2:30][CH2:29][N:28]([CH3:31])[CH2:27][CH2:26]4)=[CH:21][CH:20]=3)[N:16]=[CH:17][C:12]=2[CH:11]=1)[C:5]#[N:6].[N-:37]=[N+:38]=[N-:39].[Na+]. Product: [Cl:1][C:2]1[CH:3]=[C:4]([C:5]2[NH:39][N:38]=[N:37][N:6]=2)[CH:7]=[CH:8][C:9]=1[C:10]1[C:33](=[O:34])[N:32]([CH2:35][CH3:36])[C:13]2[N:14]=[C:15]([NH:18][C:19]3[CH:20]=[CH:21][C:22]([N:25]4[CH2:26][CH2:27][N:28]([CH3:31])[CH2:29][CH2:30]4)=[CH:23][CH:24]=3)[N:16]=[CH:17][C:12]=2[CH:11]=1. The catalyst class is: 18. (5) Reactant: Cl[C:2]1[C:10]2[NH:9][N:8]=[CH:7][C:6]=2[C:5]([NH:11][C:12]2[C:20]3[C:15](=[C:16]([Cl:21])[N:17]=[CH:18][CH:19]=3)[O:14][C:13]=2[C:22]2[N:27]=[CH:26][CH:25]=[CH:24][N:23]=2)=[CH:4][CH:3]=1.[NH4+:28]. Product: [Cl:21][C:16]1[N:17]=[CH:18][CH:19]=[C:20]2[C:12]([NH:11][C:5]3[C:6]4[CH:7]=[N:8][NH:9][C:10]=4[C:2]([NH2:28])=[CH:3][CH:4]=3)=[C:13]([C:22]3[N:23]=[CH:24][CH:25]=[CH:26][N:27]=3)[O:14][C:15]=12. The catalyst class is: 12. (6) Reactant: [CH:1](=O)[C:2]1[CH:7]=[CH:6][CH:5]=[CH:4][CH:3]=1.[O:9]=[C:10]([CH:12](P(=O)(OCC)OCC)[CH2:13][CH2:14][CH2:15][CH2:16][CH3:17])[CH3:11]. Product: [CH:1](=[C:12](/[CH2:13][CH2:14][CH2:15][CH2:16][CH3:17])\[C:10](=[O:9])[CH3:11])/[C:2]1[CH:7]=[CH:6][CH:5]=[CH:4][CH:3]=1.[CH:1](=[C:12](/[CH2:13][CH2:14][CH2:15][CH2:16][CH3:17])\[C:10](=[O:9])/[CH:11]=[CH:1]/[C:2]1[CH:7]=[CH:6][CH:5]=[CH:4][CH:3]=1)/[C:2]1[CH:7]=[CH:6][CH:5]=[CH:4][CH:3]=1. The catalyst class is: 229. (7) Reactant: [Cl:1][C:2]1[N:3]=[C:4](Cl)[C:5]2[CH:11]=[CH:10][CH:9]=[N:8][C:6]=2[N:7]=1.C([Sn](CCCC)(CCCC)[C:18]1[O:19][CH:20]=[CH:21][CH:22]=1)CCC. Product: [Cl:1][C:2]1[N:3]=[C:4]([C:18]2[O:19][CH:20]=[CH:21][CH:22]=2)[C:5]2[CH:11]=[CH:10][CH:9]=[N:8][C:6]=2[N:7]=1. The catalyst class is: 235.